Dataset: Full USPTO retrosynthesis dataset with 1.9M reactions from patents (1976-2016). Task: Predict the reactants needed to synthesize the given product. Given the product [Cl:1][C:2]1[N:7]=[C:6]([NH:10][C:11]2[S:12][CH:13]=[CH:14][N:15]=2)[CH:5]=[C:4]([CH3:9])[N:3]=1, predict the reactants needed to synthesize it. The reactants are: [Cl:1][C:2]1[N:7]=[C:6](Cl)[CH:5]=[C:4]([CH3:9])[N:3]=1.[NH2:10][C:11]1[S:12][CH:13]=[CH:14][N:15]=1.C(=O)([O-])[O-].[Cs+].[Cs+].CC1(C)C2C=CC=C(P(C3C=CC=CC=3)C3C=CC=CC=3)C=2OC2C1=CC=CC=2P(C1C=CC=CC=1)C1C=CC=CC=1.